Dataset: Full USPTO retrosynthesis dataset with 1.9M reactions from patents (1976-2016). Task: Predict the reactants needed to synthesize the given product. (1) The reactants are: [Si]([O:8][C@@H:9]1[C@@:26]2([CH3:27])[C:13](=[CH:14][CH:15]=[C:16]3[C@@H:25]2[CH2:24][CH2:23][C@@:21]2([CH3:22])[C@H:17]3[CH2:18][CH:19]=[C:20]2[CH2:28][S:29][CH2:30][CH2:31][CH2:32][CH2:33][C:34]([O:37][Si](CC)(CC)CC)([CH3:36])[CH3:35])[CH2:12][C@@H:11]([O:45][Si](C(C)(C)C)(C)C)[CH2:10]1)(C(C)(C)C)(C)C.O1CCCC1.[F-].C([N+](CCCC)(CCCC)CCCC)CCC. Given the product [OH:8][C@@H:9]1[C@@:26]2([CH3:27])[C:13](=[CH:14][CH:15]=[C:16]3[C@@H:25]2[CH2:24][CH2:23][C@@:21]2([CH3:22])[C@H:17]3[CH2:18][CH:19]=[C:20]2[CH2:28][S:29][CH2:30][CH2:31][CH2:32][CH2:33][C:34]([OH:37])([CH3:36])[CH3:35])[CH2:12][C@@H:11]([OH:45])[CH2:10]1, predict the reactants needed to synthesize it. (2) Given the product [CH3:1][O:2][C:3](=[O:14])[CH2:4][CH2:5][C:6]1[CH:11]=[CH:10][C:9]([S:12][CH2:30][CH2:29][C@H:28]([O:27][C:26]2[CH:37]=[CH:38][C:23]([CH2:21][CH3:22])=[CH:24][C:25]=2[O:39][C:40]2[CH:45]=[CH:44][CH:43]=[CH:42][CH:41]=2)[CH3:36])=[CH:8][C:7]=1[CH3:13], predict the reactants needed to synthesize it. The reactants are: [CH3:1][O:2][C:3](=[O:14])[CH2:4][CH2:5][C:6]1[CH:11]=[CH:10][C:9]([SH:12])=[CH:8][C:7]=1[CH3:13].C(=O)([O-])[O-].[K+].[K+].[CH2:21]([C:23]1[CH:38]=[CH:37][C:26]([O:27][C@H:28]([CH3:36])[CH2:29][CH2:30]OS(C)(=O)=O)=[C:25]([O:39][C:40]2[CH:45]=[CH:44][CH:43]=[CH:42][CH:41]=2)[CH:24]=1)[CH3:22]. (3) Given the product [F:23][C:20]([CH3:22])([CH3:21])[C@H:19]([NH:18][C:17]1[C:12]2[N:13]([CH:28]=[C:10]([C:29]3[CH:34]=[CH:33][CH:32]=[CH:31][CH:30]=3)[CH:11]=2)[N:14]=[CH:15][C:16]=1[C:25]([NH2:27])=[O:26])[CH3:24], predict the reactants needed to synthesize it. The reactants are: P([O-])([O-])([O-])=O.[K+].[K+].[K+].Br[C:10]1[CH:11]=[C:12]2[C:17]([NH:18][C@H:19]([CH3:24])[C:20]([F:23])([CH3:22])[CH3:21])=[C:16]([C:25]([NH2:27])=[O:26])[CH:15]=[N:14][N:13]2[CH:28]=1.[C:29]1(B(O)O)[CH:34]=[CH:33][CH:32]=[CH:31][CH:30]=1.CC(C1C=C(C(C)C)C(C2C=CC=CC=2P(C2CCCCC2)C2CCCCC2)=C(C(C)C)C=1)C. (4) Given the product [C:20]1([S:26]([N:1]2[CH2:4][CH:3]([NH:5][C:6](=[O:12])[O:7][C:8]([CH3:9])([CH3:11])[CH3:10])[CH2:2]2)(=[O:28])=[O:27])[CH:25]=[CH:24][CH:23]=[CH:22][CH:21]=1, predict the reactants needed to synthesize it. The reactants are: [NH:1]1[CH2:4][CH:3]([NH:5][C:6](=[O:12])[O:7][C:8]([CH3:11])([CH3:10])[CH3:9])[CH2:2]1.C(N(CC)CC)C.[C:20]1([S:26](Cl)(=[O:28])=[O:27])[CH:25]=[CH:24][CH:23]=[CH:22][CH:21]=1.[Cl-].[NH4+]. (5) Given the product [F:23][C:20]1[CH:21]=[CH:22][C:17]([C@@H:15]([NH:14][C:4]2[N:3]=[C:2]([NH:30][C:28]3[S:29][C:25]([CH3:24])=[CH:26][N:27]=3)[CH:7]=[C:6]([N:8]3[CH2:13][CH2:12][O:11][CH2:10][CH2:9]3)[N:5]=2)[CH3:16])=[N:18][CH:19]=1, predict the reactants needed to synthesize it. The reactants are: Cl[C:2]1[CH:7]=[C:6]([N:8]2[CH2:13][CH2:12][O:11][CH2:10][CH2:9]2)[N:5]=[C:4]([NH:14][C@H:15]([C:17]2[CH:22]=[CH:21][C:20]([F:23])=[CH:19][N:18]=2)[CH3:16])[N:3]=1.[CH3:24][C:25]1[S:29][C:28]([NH2:30])=[N:27][CH:26]=1. (6) Given the product [C:1]([Si:5]([CH3:19])([CH3:20])[O:6][CH2:7][CH2:8][O:9][C:10]1[CH:11]=[C:12]([CH:16]=[CH:17][CH:18]=1)[CH2:13][N:14]([CH3:15])[C:22]1[NH:23][C:24]2[C:29]([C:30](=[O:32])[N:31]=1)=[C:28]([O:33][CH3:34])[C:27]([O:35][CH3:36])=[C:26]([O:37][CH3:38])[CH:25]=2)([CH3:4])([CH3:3])[CH3:2], predict the reactants needed to synthesize it. The reactants are: [C:1]([Si:5]([CH3:20])([CH3:19])[O:6][CH2:7][CH2:8][O:9][C:10]1[CH:11]=[C:12]([CH:16]=[CH:17][CH:18]=1)[CH2:13][NH:14][CH3:15])([CH3:4])([CH3:3])[CH3:2].Cl[C:22]1[NH:23][C:24]2[C:29]([C:30](=[O:32])[N:31]=1)=[C:28]([O:33][CH3:34])[C:27]([O:35][CH3:36])=[C:26]([O:37][CH3:38])[CH:25]=2.CCN(CC)CC.O. (7) Given the product [ClH:15].[NH:12]([C:2]1[CH:9]=[CH:8][C:5]([C:6]#[N:7])=[C:4]([CH3:10])[CH:3]=1)[NH2:13], predict the reactants needed to synthesize it. The reactants are: F[C:2]1[CH:9]=[CH:8][C:5]([C:6]#[N:7])=[C:4]([CH3:10])[CH:3]=1.O.[NH2:12][NH2:13].O.[ClH:15].